From a dataset of Reaction yield outcomes from USPTO patents with 853,638 reactions. Predict the reaction yield, written as a fraction of the theoretical maximum amount of product (1.0 means a 100% yield; for example, 0.34 means a 34% yield). (1) The reactants are [CH3:1][C:2]([CH3:20])([O:4][C:5]([NH:7][CH:8]([C:12]1[CH:17]=[C:16]([F:18])[CH:15]=[C:14]([F:19])[CH:13]=1)[C:9](O)=[O:10])=[O:6])[CH3:3].F[P-](F)(F)(F)(F)F.[N:28]1(OC(N(C)C)=[N+](C)C)C2N=CC=CC=2N=N1.CCOC(C)=O. The catalyst is CN(C=O)C. The product is [CH3:1][C:2]([CH3:20])([O:4][C:5]([NH:7][CH:8]([C:12]1[CH:17]=[C:16]([F:18])[CH:15]=[C:14]([F:19])[CH:13]=1)[C:9]([NH2:28])=[O:10])=[O:6])[CH3:3]. The yield is 0.890. (2) The reactants are [CH3:1][C:2]1[C:7]2[CH2:8][O:9][C:10](=[O:11])[C:6]=2[C:5]([OH:12])=[C:4]([CH2:13]/[CH:14]=[C:15](/[CH2:17][CH2:18][C:19]([O:21][CH3:22])=[O:20])\[CH3:16])[C:3]=1[O:23][CH3:24].C[Si]([N-][Si](C)(C)C)(C)C.[Na+].[Br:35][CH2:36][CH:37]=[CH:38][CH2:39]Br. The catalyst is C1COCC1. The product is [CH3:22][O:21][C:19](=[O:20])[CH:18]([CH2:39][CH:38]=[CH:37][CH2:36][Br:35])[CH2:17][C:15]([CH3:16])=[CH:14][CH2:13][C:4]1[C:5]([OH:12])=[C:6]2[C:7](=[C:2]([CH3:1])[C:3]=1[O:23][CH3:24])[CH2:8][O:9][C:10]2=[O:11]. The yield is 0.780. (3) The reactants are [CH3:1][N:2]1[CH:6]=[CH:5][N:4]=[N:3]1.C([Li])CCC.[CH:12]12[O:18][CH:13]1[CH2:14][CH2:15][CH2:16][CH2:17]2. The catalyst is C1COCC1. The product is [CH3:1][N:2]1[C:6]([C@H:12]2[CH2:17][CH2:16][CH2:15][CH2:14][C@@H:13]2[OH:18])=[CH:5][N:4]=[N:3]1. The yield is 0.0450. (4) The reactants are [C:1]([C:5]1[CH:9]=[C:8]([NH2:10])[N:7]([C:11]2[C:12]([CH2:25][O:26][Si:27]([CH:34]([CH3:36])[CH3:35])([CH:31]([CH3:33])[CH3:32])[CH:28]([CH3:30])[CH3:29])=[N:13][N:14]([CH2:16][CH2:17][O:18][CH:19]3[CH2:24][CH2:23][CH2:22][CH2:21][O:20]3)[CH:15]=2)[N:6]=1)([CH3:4])([CH3:3])[CH3:2].[OH-].[Na+].[Cl:39][C:40]([Cl:47])([Cl:46])[CH2:41][O:42][C:43](Cl)=[O:44]. The catalyst is CCOC(C)=O.O. The product is [Cl:39][C:40]([Cl:47])([Cl:46])[CH2:41][O:42][C:43](=[O:44])[NH:10][C:8]1[N:7]([C:11]2[C:12]([CH2:25][O:26][Si:27]([CH:31]([CH3:33])[CH3:32])([CH:28]([CH3:29])[CH3:30])[CH:34]([CH3:36])[CH3:35])=[N:13][N:14]([CH2:16][CH2:17][O:18][CH:19]3[CH2:24][CH2:23][CH2:22][CH2:21][O:20]3)[CH:15]=2)[N:6]=[C:5]([C:1]([CH3:2])([CH3:4])[CH3:3])[CH:9]=1. The yield is 0.800. (5) The reactants are [OH:1][C:2]1[CH:3]=[C:4]([CH:9]=[CH:10][CH:11]=1)[C:5]([O:7][CH3:8])=[O:6].N1C(C)=CC=CC=1C.[F:20][C:21]([F:34])([F:33])[S:22](O[S:22]([C:21]([F:34])([F:33])[F:20])(=[O:24])=[O:23])(=[O:24])=[O:23]. The catalyst is CN(C)C1C=CN=CC=1.C(Cl)Cl. The product is [F:20][C:21]([F:34])([F:33])[S:22]([O:1][C:2]1[CH:3]=[C:4]([CH:9]=[CH:10][CH:11]=1)[C:5]([O:7][CH3:8])=[O:6])(=[O:24])=[O:23]. The yield is 0.980. (6) The reactants are Cl[C:2]1[CH:7]=[CH:6][N:5]=[CH:4][C:3]=1[C:8]1[N:9]=[C:10]([CH2:13][CH2:14][CH2:15][CH2:16][NH2:17])[NH:11][CH:12]=1.[CH3:18][O-:19].[Na+].CO. No catalyst specified. The product is [CH3:18][O:19][C:2]1[CH:7]=[CH:6][N:5]=[CH:4][C:3]=1[C:8]1[N:9]=[C:10]([CH2:13][CH2:14][CH2:15][CH2:16][NH2:17])[NH:11][CH:12]=1. The yield is 0.960. (7) The reactants are Br[C:2]1[CH:7]=[C:6]([F:8])[CH:5]=[C:4]([F:9])[C:3]=1[O:10][CH3:11].[C:12]1([C:18](=[N:25][NH2:26])[C:19]2[CH:24]=[CH:23][CH:22]=[CH:21][CH:20]=2)[CH:17]=[CH:16][CH:15]=[CH:14][CH:13]=1.CC(C)([O-])C.[Na+]. The catalyst is C1(C)C=CC=CC=1.C([O-])(=O)C.[Pd+2].C([O-])(=O)C.CC1(C)C2C(=C(P(C3C=CC=CC=3)C3C=CC=CC=3)C=CC=2)OC2C(P(C3C=CC=CC=3)C3C=CC=CC=3)=CC=CC1=2. The product is [F:9][C:4]1[C:3]([O:10][CH3:11])=[C:2]([NH:26][N:25]=[C:18]([C:12]2[CH:17]=[CH:16][CH:15]=[CH:14][CH:13]=2)[C:19]2[CH:24]=[CH:23][CH:22]=[CH:21][CH:20]=2)[CH:7]=[C:6]([F:8])[CH:5]=1. The yield is 0.840.